Predict the reaction yield, written as a fraction of the theoretical maximum amount of product (1.0 means a 100% yield; for example, 0.34 means a 34% yield). From a dataset of Reaction yield outcomes from USPTO patents with 853,638 reactions. (1) The reactants are [Br:1]N1C(C)(C)C(=O)N(Br)C1=O.[CH3:12][C:13]1[C:21]([N+:22]([O-:24])=[O:23])=[CH:20][CH:19]=[CH:18][C:14]=1[C:15]([OH:17])=[O:16]. The catalyst is OS(O)(=O)=O. The product is [Br:1][C:19]1[CH:20]=[C:21]([N+:22]([O-:24])=[O:23])[C:13]([CH3:12])=[C:14]([CH:18]=1)[C:15]([OH:17])=[O:16]. The yield is 0.982. (2) The reactants are C1(C)C(C)=CC=CC=1.C[O-].[K+].CO[C:14](=[O:17])[O:15][CH3:16].[CH:18]1([CH2:24][C:25](=[O:27])[CH3:26])[CH2:23][CH2:22][CH2:21][CH2:20][CH2:19]1. The catalyst is C(O)(=O)C.O. The product is [CH:18]1([CH2:24][C:25](=[O:27])[CH2:26][C:14]([O:15][CH3:16])=[O:17])[CH2:23][CH2:22][CH2:21][CH2:20][CH2:19]1. The yield is 0.680. (3) The catalyst is O1CCOCC1.O.[CH-]1C=C(P(C2C=CC=CC=2)C2C=CC=CC=2)C=C1.[CH-]1C=C(P(C2C=CC=CC=2)C2C=CC=CC=2)C=C1.Cl[Pd]Cl.[Fe+2]. The reactants are [Cl:1][C:2]1[CH:7]=[C:6](B2OC(C)(C)C(C)(C)O2)[CH:5]=[CH:4][C:3]=1[CH:17]([CH3:35])[C:18]([C:24]1[CH:25]=[CH:26][C:27]2[O:31][C:30](=[O:32])[N:29]([CH3:33])[C:28]=2[CH:34]=1)([OH:23])[C:19]([F:22])([F:21])[F:20].[CH3:36][O:37][C:38]([C:40]1[CH:41]=[N:42][CH:43]=[C:44](Br)[CH:45]=1)=[O:39].C([O-])([O-])=O.[Na+].[Na+]. The yield is 0.520. The product is [CH3:36][O:37][C:38](=[O:39])[C:40]1[CH:45]=[C:44]([C:6]2[CH:5]=[CH:4][C:3]([CH:17]([CH3:35])[C:18]([OH:23])([C:24]3[CH:25]=[CH:26][C:27]4[O:31][C:30](=[O:32])[N:29]([CH3:33])[C:28]=4[CH:34]=3)[C:19]([F:20])([F:21])[F:22])=[C:2]([Cl:1])[CH:7]=2)[CH:43]=[N:42][CH:41]=1. (4) The yield is 0.880. The product is [OH:1][C:2]1[CH:14]=[CH:13][C:5]2[N:6]=[C:7]([C:9]([OH:11])=[O:10])[O:8][C:4]=2[CH:3]=1. The reactants are [OH:1][C:2]1[CH:14]=[CH:13][C:5]2[N:6]=[C:7]([C:9]([O:11]C)=[O:10])[O:8][C:4]=2[CH:3]=1.[OH-].[Na+].Cl. No catalyst specified.